Dataset: Reaction yield outcomes from USPTO patents with 853,638 reactions. Task: Predict the reaction yield, written as a fraction of the theoretical maximum amount of product (1.0 means a 100% yield; for example, 0.34 means a 34% yield). (1) The product is [CH:58]([O:60][CH2:61][CH2:62][O:63][NH:64][C:4]([C:6]1[N:14]([CH2:15][C:16]#[C:17][CH2:18][O:19][CH:20]2[CH2:25][CH2:24][CH2:23][CH2:22][O:21]2)[C:13]2[CH:12]=[CH:11][N:10]=[CH:9][C:8]=2[C:7]=1[NH:26][C:27]1[CH:32]=[CH:31][C:30]([I:33])=[CH:29][C:28]=1[F:34])=[O:5])=[CH2:59]. The reactants are C(O[C:4]([C:6]1[N:14]([CH2:15][C:16]#[C:17][CH2:18][O:19][CH:20]2[CH2:25][CH2:24][CH2:23][CH2:22][O:21]2)[C:13]2[CH:12]=[CH:11][N:10]=[CH:9][C:8]=2[C:7]=1[NH:26][C:27]1[CH:32]=[CH:31][C:30]([I:33])=[CH:29][C:28]=1[F:34])=[O:5])C.[OH-].[Na+].CCN=C=NCCCN(C)C.C1C=CC2N(O)N=NC=2C=1.[CH:58]([O:60][CH2:61][CH2:62][O:63][NH2:64])=[CH2:59].CCN(C(C)C)C(C)C. The yield is 0.303. The catalyst is C1COCC1.CO[2H]. (2) The reactants are [CH3:1][O:2][C:3]([O:5][C:6]1[CH:11]=[CH:10][C:9]([O:12][CH3:13])=[CH:8][CH:7]=1)=[O:4].[CH3:14][O:15]C(Cl)Cl. The catalyst is C(Cl)Cl.Cl[Ti](Cl)(Cl)Cl. The product is [CH3:13][O:12][C:9]1[CH:10]=[CH:11][C:6]([O:5][C:3]([O:2][CH3:1])=[O:4])=[CH:7][C:8]=1[CH:14]=[O:15]. The yield is 0.770. (3) The reactants are Cl[C:2]1[N:3]=[C:4]2[CH:20]=[C:19]([Cl:21])[CH:18]=[N:17][C:5]2=[N:6][C:7]=1[N:8]1[CH2:13][CH:12]([CH3:14])[N:11]([CH3:15])[CH:10]([CH3:16])[CH2:9]1.O.[NH2:23][NH2:24]. The catalyst is CCO. The product is [Cl:21][C:19]1[CH:18]=[N:17][C:5]2=[N:6][C:7]([N:8]3[CH2:13][CH:12]([CH3:14])[N:11]([CH3:15])[CH:10]([CH3:16])[CH2:9]3)=[C:2]([NH:23][NH2:24])[N:3]=[C:4]2[CH:20]=1. The yield is 1.00. (4) The reactants are [OH:1][CH2:2][CH2:3][C:4]1[CH:9]=[CH:8][C:7]([OH:10])=[CH:6][CH:5]=1.[Cl:11][C:12]1[N:13]=[N:14][C:15](Cl)=[CH:16][CH:17]=1.C([O-])([O-])=O.[K+].[K+]. The product is [Cl:11][C:12]1[N:13]=[N:14][C:15]([O:10][C:7]2[CH:8]=[CH:9][C:4]([CH2:3][CH2:2][OH:1])=[CH:5][CH:6]=2)=[CH:16][CH:17]=1. The catalyst is CN(C=O)C. The yield is 0.566. (5) The reactants are Br[C:2]1[CH:14]=[N:13][C:5]2[NH:6][C:7]3[CH2:8][CH2:9][CH2:10][CH2:11][C:12]=3[C:4]=2[N:3]=1.CC1(C)C(C)(C)OB([C:23]2[CH:28]=[CH:27][C:26]([CH2:29][C:30]([NH:32][C:33]3[CH:37]=[C:36]([C:38]4([C:41]([F:44])([F:43])[F:42])[CH2:40][CH2:39]4)[O:35][N:34]=3)=[O:31])=[CH:25][CH:24]=2)O1.C([O-])([O-])=O.[Na+].[Na+].CC#N. The catalyst is O. The product is [N:3]1[C:4]2[C:12]3[CH2:11][CH2:10][CH2:9][CH2:8][C:7]=3[NH:6][C:5]=2[N:13]=[CH:14][C:2]=1[C:23]1[CH:24]=[CH:25][C:26]([CH2:29][C:30]([NH:32][C:33]2[CH:37]=[C:36]([C:38]3([C:41]([F:44])([F:42])[F:43])[CH2:39][CH2:40]3)[O:35][N:34]=2)=[O:31])=[CH:27][CH:28]=1. The yield is 0.0400.